The task is: Regression. Given two drug SMILES strings and cell line genomic features, predict the synergy score measuring deviation from expected non-interaction effect.. This data is from NCI-60 drug combinations with 297,098 pairs across 59 cell lines. (1) Synergy scores: CSS=53.8, Synergy_ZIP=-1.40, Synergy_Bliss=-1.68, Synergy_Loewe=0.591, Synergy_HSA=2.93. Drug 2: CC1C(C(CC(O1)OC2CC(CC3=C2C(=C4C(=C3O)C(=O)C5=C(C4=O)C(=CC=C5)OC)O)(C(=O)C)O)N)O.Cl. Drug 1: C1=CC(=CC=C1CCC2=CNC3=C2C(=O)NC(=N3)N)C(=O)NC(CCC(=O)O)C(=O)O. Cell line: U251. (2) Drug 1: CC1=C2C(C(=O)C3(C(CC4C(C3C(C(C2(C)C)(CC1OC(=O)C(C(C5=CC=CC=C5)NC(=O)C6=CC=CC=C6)O)O)OC(=O)C7=CC=CC=C7)(CO4)OC(=O)C)O)C)OC(=O)C. Synergy scores: CSS=14.8, Synergy_ZIP=-4.71, Synergy_Bliss=-6.99, Synergy_Loewe=-65.3, Synergy_HSA=-5.69. Cell line: SW-620. Drug 2: C(=O)(N)NO. (3) Drug 2: C1CN(CCN1C(=O)CCBr)C(=O)CCBr. Cell line: HL-60(TB). Synergy scores: CSS=40.4, Synergy_ZIP=6.69, Synergy_Bliss=-4.35, Synergy_Loewe=-24.6, Synergy_HSA=-24.4. Drug 1: CCC1(CC2CC(C3=C(CCN(C2)C1)C4=CC=CC=C4N3)(C5=C(C=C6C(=C5)C78CCN9C7C(C=CC9)(C(C(C8N6C=O)(C(=O)OC)O)OC(=O)C)CC)OC)C(=O)OC)O.OS(=O)(=O)O. (4) Drug 1: COC1=CC(=CC(=C1O)OC)C2C3C(COC3=O)C(C4=CC5=C(C=C24)OCO5)OC6C(C(C7C(O6)COC(O7)C8=CC=CS8)O)O. Drug 2: C1CC(C1)(C(=O)O)C(=O)O.[NH2-].[NH2-].[Pt+2]. Cell line: TK-10. Synergy scores: CSS=29.0, Synergy_ZIP=-8.24, Synergy_Bliss=-2.94, Synergy_Loewe=-0.496, Synergy_HSA=1.14. (5) Drug 1: CN(C)C1=NC(=NC(=N1)N(C)C)N(C)C. Drug 2: CC(C)(C#N)C1=CC(=CC(=C1)CN2C=NC=N2)C(C)(C)C#N. Cell line: CCRF-CEM. Synergy scores: CSS=-16.2, Synergy_ZIP=0.449, Synergy_Bliss=-14.5, Synergy_Loewe=-15.0, Synergy_HSA=-17.3.